From a dataset of Forward reaction prediction with 1.9M reactions from USPTO patents (1976-2016). Predict the product of the given reaction. (1) Given the reactants [Cl:1][C:2]1[CH:33]=[CH:32][C:5]([CH2:6][N:7]2[C:12](=[N:13][C:14]3[CH:19]=[CH:18][C:17]([O:20][CH:21]([CH3:23])[CH3:22])=[C:16]([F:24])[CH:15]=3)[NH:11][C:10](=[O:25])[N:9]([CH2:26][C:27]([NH2:30])=[N:28][OH:29])[C:8]2=[O:31])=[CH:4][CH:3]=1.[C:34](Cl)(=O)[O:35]CC, predict the reaction product. The product is: [Cl:1][C:2]1[CH:3]=[CH:4][C:5]([CH2:6][N:7]2[C:12](=[N:13][C:14]3[CH:19]=[CH:18][C:17]([O:20][CH:21]([CH3:22])[CH3:23])=[C:16]([F:24])[CH:15]=3)[NH:11][C:10](=[O:25])[N:9]([CH2:26][C:27]3[NH:30][C:34](=[O:35])[O:29][N:28]=3)[C:8]2=[O:31])=[CH:32][CH:33]=1. (2) Given the reactants [C:1]([O:5][C:6](=[O:20])[NH:7][CH2:8][CH2:9][N:10]1[C:18]2[C:17](Cl)=[N:16][CH:15]=[N:14][C:13]=2[CH:12]=[CH:11]1)([CH3:4])([CH3:3])[CH3:2].[NH2:21][C:22]1[CH:23]=[C:24]2[C:28](=[CH:29][CH:30]=1)[N:27]([CH2:31][C:32]1[CH:33]=[C:34]([CH:42]=[CH:43][CH:44]=1)[C:35]([NH:37][C:38]([CH3:41])([CH3:40])[CH3:39])=[O:36])[CH:26]=[CH:25]2, predict the reaction product. The product is: [C:1]([O:5][C:6](=[O:20])[NH:7][CH2:8][CH2:9][N:10]1[C:18]2[C:17]([NH:21][C:22]3[CH:23]=[C:24]4[C:28](=[CH:29][CH:30]=3)[N:27]([CH2:31][C:32]3[CH:44]=[CH:43][CH:42]=[C:34]([C:35]([NH:37][C:38]([CH3:41])([CH3:40])[CH3:39])=[O:36])[CH:33]=3)[CH:26]=[CH:25]4)=[N:16][CH:15]=[N:14][C:13]=2[CH:12]=[CH:11]1)([CH3:4])([CH3:3])[CH3:2]. (3) Given the reactants C(O[BH-](OC(=O)C)OC(=O)C)(=O)C.[Na+].[NH2:15][C:16]1[CH:29]=[C:28]2[C:19]([O:20][C:21]3[C:22]([C:30]4[NH:35][C:34](=[O:36])[CH:33]=[C:32]([N:37]5[CH2:42][CH2:41][O:40][CH2:39][CH2:38]5)[CH:31]=4)=[CH:23][CH:24]=[CH:25][C:26]=3[CH2:27]2)=[CH:18][CH:17]=1.O=[C:44]1[CH2:49][CH2:48][CH2:47][N:46]([C:50](OC(C)(C)C)=O)[CH2:45]1.C(Cl)(Cl)Cl, predict the reaction product. The product is: [CH3:50][N:46]1[CH2:47][CH2:48][CH2:49][CH:44]([NH:15][C:16]2[CH:29]=[C:28]3[C:19]([O:20][C:21]4[C:22]([C:30]5[NH:35][C:34](=[O:36])[CH:33]=[C:32]([N:37]6[CH2:42][CH2:41][O:40][CH2:39][CH2:38]6)[CH:31]=5)=[CH:23][CH:24]=[CH:25][C:26]=4[CH2:27]3)=[CH:18][CH:17]=2)[CH2:45]1. (4) Given the reactants C(OC[N:9]1[CH:13]=[C:12]([CH2:14][CH2:15][CH2:16][C:17](=[O:25])[NH:18][CH:19]2[CH2:24][CH2:23][NH:22][CH2:21][CH2:20]2)[N:11]=[N:10]1)(=O)C(C)(C)C.[Cl:26][C:27]1[CH:32]=[C:31]([Cl:33])[CH:30]=[CH:29][C:28]=1[CH2:34][CH2:35][C:36](O)=[O:37], predict the reaction product. The product is: [Cl:26][C:27]1[CH:32]=[C:31]([Cl:33])[CH:30]=[CH:29][C:28]=1[CH2:34][CH2:35][C:36]([N:22]1[CH2:21][CH2:20][CH:19]([NH:18][C:17](=[O:25])[CH2:16][CH2:15][CH2:14][C:12]2[N:11]=[N:10][NH:9][CH:13]=2)[CH2:24][CH2:23]1)=[O:37]. (5) Given the reactants [CH3:1][CH:2]([CH3:5])[CH:3]=[O:4].BrBr.[NH:8]1[CH2:12][CH2:11][CH2:10][CH2:9]1, predict the reaction product. The product is: [CH3:1][C:2]([N:8]1[CH2:12][CH2:11][CH2:10][CH2:9]1)([CH3:5])[CH:3]=[O:4]. (6) Given the reactants Cl.[NH2:2][C:3]([CH3:28])([CH3:27])[C@H:4]([NH:9][C:10](=[O:26])[C:11]1[CH:16]=[CH:15][C:14]([C:17]#[C:18][C:19]#[C:20][CH2:21][C@H:22]([OH:25])[CH2:23][OH:24])=[CH:13][CH:12]=1)[C:5](OC)=[O:6].[NH2:29][OH:30], predict the reaction product. The product is: [NH2:2][C:3]([CH3:28])([CH3:27])[C@H:4]([NH:9][C:10](=[O:26])[C:11]1[CH:16]=[CH:15][C:14]([C:17]#[C:18][C:19]#[C:20][CH2:21][C@H:22]([OH:25])[CH2:23][OH:24])=[CH:13][CH:12]=1)[C:5]([NH:29][OH:30])=[O:6]. (7) Given the reactants Cl[C:2]1[NH:7][C:6](=[O:8])[N:5]2[CH:9]=[CH:10][N:11]=[C:4]2[CH:3]=1.[CH3:12][N:13]1[CH:17]=[C:16](B2OC(C)(C)C(C)(C)O2)[CH:15]=[N:14]1.CC(C1C=C(C(C)C)C(C2C=CC=CC=2P(C2CCCCC2)C2CCCCC2)=C(C(C)C)C=1)C.[O-]P([O-])([O-])=O.[K+].[K+].[K+], predict the reaction product. The product is: [CH3:12][N:13]1[CH:17]=[C:16]([C:2]2[NH:7][C:6](=[O:8])[N:5]3[CH:9]=[CH:10][N:11]=[C:4]3[CH:3]=2)[CH:15]=[N:14]1. (8) Given the reactants [NH2:1][C:2]1[N:11]=[CH:10][C:9]2[C:4](=[CH:5][CH:6]=[C:7]([C:12]3[C:17]([CH3:18])=[CH:16][N:15]=[C:14]([C:19]([NH:21][CH:22]4[CH2:24][CH2:23]4)=[O:20])[CH:13]=3)[CH:8]=2)[N:3]=1.[CH3:25][CH:26]1[CH2:31][CH2:30][CH2:29][CH2:28][N:27]1[CH2:32][CH2:33][CH2:34]N, predict the reaction product. The product is: [CH:22]1([NH:21][C:19](=[O:20])[C:14]2[CH:13]=[C:12]([C:7]3[CH:8]=[C:9]4[C:4](=[CH:5][CH:6]=3)[N:3]=[C:2]([NH:1][CH2:34][CH2:33][CH2:32][N:27]3[CH2:28][CH2:29][CH2:30][CH2:31][CH:26]3[CH3:25])[N:11]=[CH:10]4)[C:17]([CH3:18])=[CH:16][N:15]=2)[CH2:24][CH2:23]1.